Predict the product of the given reaction. From a dataset of Forward reaction prediction with 1.9M reactions from USPTO patents (1976-2016). The product is: [N+:44]([C:25]1[CH:26]=[C:27]([C:29]([F:34])([F:35])[C:30]([F:33])([F:32])[F:31])[CH:28]=[CH:23][C:24]=1[O:36][CH3:37])([O-:45])=[O:43]. Given the reactants NC1N=C(OC2C3C(=CC=CC=3)C(NC(N[C:23]3[CH:28]=[C:27]([C:29]([F:35])([F:34])[C:30]([F:33])([F:32])[F:31])[CH:26]=[CH:25][C:24]=3[O:36][CH3:37])=O)=CC=2)C=CN=1.F[B-](F)(F)F.[O:43]=[N+:44]=[O:45], predict the reaction product.